From a dataset of Experimentally validated miRNA-target interactions with 360,000+ pairs, plus equal number of negative samples. Binary Classification. Given a miRNA mature sequence and a target amino acid sequence, predict their likelihood of interaction. (1) The miRNA is mmu-miR-3071-5p with sequence ACUCAUUUGAGACGAUGAUGGA. The protein sequence of the target gene is MPTRVCCCCSALRPRYKRLVDNIFPEDPKDGLVKADMEKLTFYAVSAPEKLDRIGAYLAERLSRDVVRHRSGYVLIAMEALDQLLMACHSQSIKPFVESFLHMVAKLLESGEPKLQVLGTNSFVKFANIEEDTPSYHRRYDFFVSRFSAMCHSCHSDPEIRTEIRIAGIRGIQGVVRKTVNDELRATIWEPQHMDKIVPSLLFNMQKIEEVDSRLGPPSSPSAADKEENPAVLAESCFRELLGRATFGNMNNAVRPVFAHLDHHKLWDPNEFAVHCFKIIMYSIQAQYSHHVIQEILGHL.... Result: 0 (no interaction). (2) The miRNA is hsa-miR-221-5p with sequence ACCUGGCAUACAAUGUAGAUUU. The protein sequence of the target gene is MGTFCSVIKFENLQELKRLCHWGPIIALGVIAICSTMAMIDSVLWYWPLHTTGGSVNFIMLINWTVMILYNYFNAMFVGPGFVPLGWKPEISQDTMYLQYCKVCQAYKAPRSHHCRKCNRCVMKMDHHCPWINNCCGYQNHASFTLFLLLAPLGCIHAAFIFVMTMYTQLYHRLSFGWNTVKIDMSAARRDPLPIVPFGLAAFATTLFALGLALGTTIAVGMLFFIQMKIILRNKTSIESWIEEKAKDRIQYYQLDEVFVFPYDMGSRWRNFKQVFTWSGVPEGDGLEWPVREGCHQYSL.... Result: 1 (interaction). (3) The miRNA is hsa-miR-1181 with sequence CCGUCGCCGCCACCCGAGCCG. The protein sequence of the target gene is METSASATASEKQEAKSGILEAAGFPDPGKKASPLVVAAAAAAAVAAQGVPQHLLPPFHAPLPIDMRHQEGRYHYEPHSVHGVHGPPALSGSPVISDISLIRLSPHPAGPGESPFNAPHPYVNPHMEHYLRSVHSSPTLSMISAARGLSPADVAQEHLKERGLFGLPAPGTTPSDYYHQMTLVAGHPAPYGDLLMQSGGAASAPHLHDYLNPVDVSRFSSPRVTPRLSRKRALSISPLSDASLDLQRMIRTSPNSLVAYINNSRSSSAASGSYGHLSAGALSPAFTFPHPINPVAYQQIL.... Result: 0 (no interaction). (4) The miRNA is hsa-miR-193b-3p with sequence AACUGGCCCUCAAAGUCCCGCU. The protein sequence of the target gene is MAGRRVNVNVGVLGHIDSGKTALARALSTTASTAAFDKQPQSRERGITLDLGFSCFSVPLPARLRSSLPEFQAAPEAEPEPGEPLLQVTLVDCPGHASLIRTIIGGAQIIDLMMLVIDVTKGMQTQSAECLVIGQIACQKLVVVLNKIDLLPEGKRQAAIDKMTKKMQKTLENTKFRGAPIIPVAAKPGGPEAPETEAPQGIPELIELLTSQISIPTRDPSGPFLMSVDHCFSIKGQGTVMTGTILSGSISLGDSVEIPALKVVKKVKSMQMFHMPITSAMQGDRLGICVTQFDPKLLER.... Result: 1 (interaction). (5) The miRNA is hsa-miR-4685-5p with sequence CCCAGGGCUUGGAGUGGGGCAAGGUU. The protein sequence of the target gene is MGSSSEASFRSAQASCSGARRQGLGRGDQNLSVMPPNGRAQTHTPGWVSDPLVLGAQVHGGCRGIEALSVSSGSWSSATVWILTGLGLGLSRPFLPGATVLRDRPLGSAFELSYDQKKAPLRLQ. Result: 0 (no interaction).